The task is: Predict which catalyst facilitates the given reaction.. This data is from Catalyst prediction with 721,799 reactions and 888 catalyst types from USPTO. (1) The catalyst class is: 8. Reactant: [C@]12(CS(O)(=O)=O)C(C)(C)C(CC1)CC2=O.[NH2:16][C:17]1[CH:45]=[CH:44][C:20]([O:21][C:22]2[N:27]=[CH:26][N:25]=[C:24]([NH:28][C:29](=[O:43])[N:30]([CH:32]3[CH2:37][CH2:36][N:35]([CH2:38][CH2:39][N:40]([CH3:42])[CH3:41])[CH2:34][CH2:33]3)[CH3:31])[CH:23]=2)=[CH:19][CH:18]=1.[F:46][C:47]1[CH:52]=[CH:51][C:50]([CH2:53][C:54]([N:56]=[C:57]=[S:58])=[O:55])=[CH:49][CH:48]=1. Product: [CH3:42][N:40]([CH3:41])[CH2:39][CH2:38][N:35]1[CH2:36][CH2:37][CH:32]([N:30]([CH3:31])[C:29]([NH:28][C:24]2[CH:23]=[C:22]([O:21][C:20]3[CH:44]=[CH:45][C:17]([NH:16][C:57]([NH:56][C:54](=[O:55])[CH2:53][C:50]4[CH:51]=[CH:52][C:47]([F:46])=[CH:48][CH:49]=4)=[S:58])=[CH:18][CH:19]=3)[N:27]=[CH:26][N:25]=2)=[O:43])[CH2:33][CH2:34]1. (2) Reactant: [O:1]=[C:2]1[C:10]2[C:5](=[CH:6][CH:7]=[CH:8][CH:9]=2)[C:4](=[O:11])[N:3]1[CH2:12][CH2:13][C:14]#[C:15][C:16]1[CH:33]=[CH:32][C:19]2[N:20]([CH2:30][CH3:31])[C:21](=[O:29])[C:22]([CH3:28])([CH3:27])[C:23](=[O:26])[N:24]([CH3:25])[C:18]=2[CH:17]=1. Product: [O:1]=[C:2]1[C:10]2[C:5](=[CH:6][CH:7]=[CH:8][CH:9]=2)[C:4](=[O:11])[N:3]1[CH2:12][CH2:13][CH2:14][CH2:15][C:16]1[CH:33]=[CH:32][C:19]2[N:20]([CH2:30][CH3:31])[C:21](=[O:29])[C:22]([CH3:28])([CH3:27])[C:23](=[O:26])[N:24]([CH3:25])[C:18]=2[CH:17]=1. The catalyst class is: 43.